Dataset: NCI-60 drug combinations with 297,098 pairs across 59 cell lines. Task: Regression. Given two drug SMILES strings and cell line genomic features, predict the synergy score measuring deviation from expected non-interaction effect. (1) Drug 1: CC1=C(C=C(C=C1)NC2=NC=CC(=N2)N(C)C3=CC4=NN(C(=C4C=C3)C)C)S(=O)(=O)N.Cl. Drug 2: CC1CCC2CC(C(=CC=CC=CC(CC(C(=O)C(C(C(=CC(C(=O)CC(OC(=O)C3CCCCN3C(=O)C(=O)C1(O2)O)C(C)CC4CCC(C(C4)OC)O)C)C)O)OC)C)C)C)OC. Cell line: A549. Synergy scores: CSS=39.9, Synergy_ZIP=3.56, Synergy_Bliss=3.84, Synergy_Loewe=-17.5, Synergy_HSA=4.22. (2) Drug 1: CC1C(C(CC(O1)OC2CC(OC(C2O)C)OC3=CC4=CC5=C(C(=O)C(C(C5)C(C(=O)C(C(C)O)O)OC)OC6CC(C(C(O6)C)O)OC7CC(C(C(O7)C)O)OC8CC(C(C(O8)C)O)(C)O)C(=C4C(=C3C)O)O)O)O. Drug 2: CCCCCOC(=O)NC1=NC(=O)N(C=C1F)C2C(C(C(O2)C)O)O. Cell line: DU-145. Synergy scores: CSS=23.9, Synergy_ZIP=-0.00603, Synergy_Bliss=-0.764, Synergy_Loewe=-38.1, Synergy_HSA=-3.74.